From a dataset of Reaction yield outcomes from USPTO patents with 853,638 reactions. Predict the reaction yield, written as a fraction of the theoretical maximum amount of product (1.0 means a 100% yield; for example, 0.34 means a 34% yield). The reactants are [CH2:1]([O:8][C:9]([N:11]1[CH2:17][C:16]2[CH:18]=[C:19](Br)[CH:20]=[N:21][C:15]=2[NH:14][C:13](=[O:23])[CH2:12]1)=[O:10])[C:2]1[CH:7]=[CH:6][CH:5]=[CH:4][CH:3]=1.[C:24]([O:28][C:29]([CH3:32])([CH3:31])[CH3:30])(=[O:27])[CH:25]=[CH2:26].C(N(C(C)C)C(C)C)C.CC1C=CC=CC=1P(C1C=CC=CC=1C)C1C=CC=CC=1C. The catalyst is C(#N)CC.CN(C=O)C.CC([O-])=O.CC([O-])=O.[Pd+2]. The product is [CH2:1]([O:8][C:9]([N:11]1[CH2:17][C:16]2[CH:18]=[C:19](/[CH:26]=[CH:25]/[C:24]([O:28][C:29]([CH3:32])([CH3:31])[CH3:30])=[O:27])[CH:20]=[N:21][C:15]=2[NH:14][C:13](=[O:23])[CH2:12]1)=[O:10])[C:2]1[CH:7]=[CH:6][CH:5]=[CH:4][CH:3]=1. The yield is 0.530.